Dataset: Reaction yield outcomes from USPTO patents with 853,638 reactions. Task: Predict the reaction yield, written as a fraction of the theoretical maximum amount of product (1.0 means a 100% yield; for example, 0.34 means a 34% yield). (1) The product is [Cl:1][C:2]1[CH:3]=[C:4]2[C:5](=[CH:7][C:8]=1[Cl:9])[NH:6][C:14]([Si:13]([CH2:19][CH3:20])([CH2:21][CH3:22])[CH2:11][CH3:12])=[C:15]2[CH2:16][CH2:17][OH:18]. The reactants are [Cl:1][C:2]1[C:8]([Cl:9])=[CH:7][C:5]([NH2:6])=[C:4](I)[CH:3]=1.[CH2:11]([Si:13]([CH2:21][CH3:22])([CH2:19][CH3:20])[C:14]#[C:15][CH2:16][CH2:17][OH:18])[CH3:12].[Cl-].[Li+].C(=O)([O-])[O-].[Na+].[Na+]. The yield is 1.00. The catalyst is CN(C=O)C.C1(P([C-]2C=CC=C2)C2C=CC=CC=2)C=CC=CC=1.[C-]1(P(C2C=CC=CC=2)C2C=CC=CC=2)C=CC=C1.[Fe+2].[Pd](Cl)Cl. (2) The reactants are [NH2:1][C:2]1[CH:32]=[CH:31][C:5]([O:6][C:7]2[CH:12]=[CH:11][N:10]=[C:9]3[CH:13]=[C:14]([C:16]([NH:18][CH:19]4[CH2:23][CH2:22][N:21](C(OC(C)(C)C)=O)[CH2:20]4)=[O:17])[S:15][C:8]=23)=[C:4]([F:33])[CH:3]=1.[C:34]1([CH2:40][C:41]([N:43]=[C:44]=[S:45])=[O:42])[CH:39]=[CH:38][CH:37]=[CH:36][CH:35]=1. The catalyst is C1COCC1.C(O)(C(F)(F)F)=O.C(Cl)Cl. The product is [F:33][C:4]1[CH:3]=[C:2]([NH:1][C:44]([NH:43][C:41](=[O:42])[CH2:40][C:34]2[CH:35]=[CH:36][CH:37]=[CH:38][CH:39]=2)=[S:45])[CH:32]=[CH:31][C:5]=1[O:6][C:7]1[CH:12]=[CH:11][N:10]=[C:9]2[CH:13]=[C:14]([C:16]([NH:18][CH:19]3[CH2:23][CH2:22][NH:21][CH2:20]3)=[O:17])[S:15][C:8]=12. The yield is 0.800. (3) The reactants are [NH:1]1[C:9]2[C:4](=[CH:5][C:6]([CH:10]=[O:11])=[CH:7][CH:8]=2)[CH:3]=[CH:2]1.[OH-].[Na+].[C:14]1([S:20](Cl)(=[O:22])=[O:21])[CH:19]=[CH:18][CH:17]=[CH:16][CH:15]=1. The catalyst is ClCCl.S([O-])(O)(=O)=O.C([N+](CCCC)(CCCC)CCCC)CCC.O. The product is [C:14]1([S:20]([N:1]2[C:9]3[C:4](=[CH:5][C:6]([CH:10]=[O:11])=[CH:7][CH:8]=3)[CH:3]=[CH:2]2)(=[O:22])=[O:21])[CH:19]=[CH:18][CH:17]=[CH:16][CH:15]=1. The yield is 0.930. (4) The reactants are [Cl:1][C:2]1[CH:7]=[C:6]([Cl:8])[CH:5]=[CH:4][C:3]=1[N:9]1[C:15]2=[N:16][C:17]3[C:18](=[C:19]([N:23]([CH2:26][CH3:27])[CH2:24][CH3:25])[CH:20]=[CH:21][CH:22]=3)[N:14]2[CH2:13][CH:12]([NH2:28])[CH2:11][CH2:10]1.C(N(CC)CC)C.[C:36](OC(=O)C)(=[O:38])[CH3:37].C(=O)(O)[O-].[Na+]. The catalyst is O1CCCC1. The product is [Cl:1][C:2]1[CH:7]=[C:6]([Cl:8])[CH:5]=[CH:4][C:3]=1[N:9]1[C:15]2=[N:16][C:17]3[CH:22]=[CH:21][CH:20]=[C:19]([N:23]([CH2:26][CH3:27])[CH2:24][CH3:25])[C:18]=3[N:14]2[CH2:13][CH:12]([NH:28][C:36](=[O:38])[CH3:37])[CH2:11][CH2:10]1. The yield is 0.410. (5) The reactants are [NH:1](C(OCC1C2C(=CC=CC=2)C2C1=CC=CC=2)=O)[CH2:2][C:3](O)=O.CN1CCOCC1.ClC(OCC(C)C)=O.[N+:38]([C:41]1[C:42]([NH2:48])=[C:43]([CH:45]=[CH:46][CH:47]=1)[NH2:44])([O-:40])=[O:39].N1CCCCC1. The catalyst is C1COCC1.C(O)(=O)C.O.C(OCC)(=O)C.CN(C=O)C. The product is [N+:38]([C:41]1[C:42]2[NH:48][C:3]([CH2:2][NH2:1])=[N:44][C:43]=2[CH:45]=[CH:46][CH:47]=1)([O-:40])=[O:39]. The yield is 0.630. (6) The product is [Cl:43][C:15]1[CH:23]=[CH:22][CH:21]=[CH:20][C:16]=1[C:17]([NH:13][C:11]1[Se:12][C:8]([C:3]2[CH:4]=[CH:5][CH:6]=[CH:7][C:2]=2[CH3:1])=[CH:9][N:10]=1)=[O:18]. The yield is 0.360. The reactants are [CH3:1][C:2]1[CH:7]=[CH:6][CH:5]=[CH:4][C:3]=1[C:8]1[Se:12][C:11]([NH2:13])=[N:10][CH:9]=1.F[C:15]1[CH:23]=[CH:22][CH:21]=[CH:20][C:16]=1[C:17](Cl)=[O:18].CN(C1C=CC=CN=1)C.C(N(CC)C(C)C)(C)C.C(Cl)[Cl:43]. No catalyst specified.